This data is from Full USPTO retrosynthesis dataset with 1.9M reactions from patents (1976-2016). The task is: Predict the reactants needed to synthesize the given product. (1) Given the product [CH3:57][O:58][C:59]1[CH:60]=[C:61]([C:67]2[C@@H:76]3[C@@H:71]([CH2:72][CH2:73][CH2:74][CH2:75]3)[C:70](=[O:77])[N:69]([CH:78]3[CH2:79][CH2:80][N:81]([C:10](=[O:12])[C@@H:9]([NH:8][C:6](=[O:7])[O:5][C:1]([CH3:2])([CH3:3])[CH3:4])[CH2:13][CH2:14][C:15](=[O:22])[N:16]4[CH2:21][CH2:20][CH2:19][CH2:18][CH2:17]4)[CH2:82][CH2:83]3)[N:68]=2)[CH:62]=[CH:63][C:64]=1[O:65][CH3:66], predict the reactants needed to synthesize it. The reactants are: [C:1]([O:5][C:6]([NH:8][C@@H:9]([CH2:13][CH2:14][C:15](=[O:22])[N:16]1[CH2:21][CH2:20][CH2:19][CH2:18][CH2:17]1)[C:10]([OH:12])=O)=[O:7])([CH3:4])([CH3:3])[CH3:2].CCN(C(C)C)C(C)C.CN(C(ON1N=NC2C=CC=NC1=2)=[N+](C)C)C.F[P-](F)(F)(F)(F)F.Cl.[CH3:57][O:58][C:59]1[CH:60]=[C:61]([C:67]2[C@@H:76]3[C@@H:71]([CH2:72][CH2:73][CH2:74][CH2:75]3)[C:70](=[O:77])[N:69]([CH:78]3[CH2:83][CH2:82][NH:81][CH2:80][CH2:79]3)[N:68]=2)[CH:62]=[CH:63][C:64]=1[O:65][CH3:66].C(=O)(O)[O-].[Na+]. (2) Given the product [CH2:12]([C:8]1[NH:9][C:10](=[O:11])[C:5]([C:3]2[N:30]=[C:29]([CH2:28][S:25]([C:21]3[S:20][CH:24]=[CH:23][CH:22]=3)(=[O:27])=[O:26])[S:31][CH:2]=2)=[CH:6][C:7]=1[C:15]([O:17][CH2:18][CH3:19])=[O:16])[CH2:13][CH3:14], predict the reactants needed to synthesize it. The reactants are: Br[CH2:2][C:3]([C:5]1[C:10](=[O:11])[NH:9][C:8]([CH2:12][CH2:13][CH3:14])=[C:7]([C:15]([O:17][CH2:18][CH3:19])=[O:16])[CH:6]=1)=O.[S:20]1[CH:24]=[CH:23][CH:22]=[C:21]1[S:25]([CH2:28][C:29](=[S:31])[NH2:30])(=[O:27])=[O:26]. (3) Given the product [CH2:22]([C:24]1[CH:32]=[C:31]2[C:27]([C:28]([CH2:33][CH2:34][NH:35][C:36](=[O:38])[CH3:37])=[C:29]([CH:14]([C:3]3[C:4](=[O:13])[CH2:5][CH:6]([C:7]4[CH:12]=[CH:11][CH:10]=[CH:9][CH:8]=4)[C:2]=3[OH:1])[C:15]3[CH:20]=[CH:19][CH:18]=[CH:17][CH:16]=3)[NH:30]2)=[CH:26][CH:25]=1)[CH3:23], predict the reactants needed to synthesize it. The reactants are: [OH:1][C:2]1[CH:6]([C:7]2[CH:12]=[CH:11][CH:10]=[CH:9][CH:8]=2)[CH2:5][C:4](=[O:13])[CH:3]=1.[CH:14](=O)[C:15]1[CH:20]=[CH:19][CH:18]=[CH:17][CH:16]=1.[CH2:22]([C:24]1[CH:32]=[C:31]2[C:27]([C:28]([CH2:33][CH2:34][NH:35][C:36](=[O:38])[CH3:37])=[CH:29][NH:30]2)=[CH:26][CH:25]=1)[CH3:23]. (4) Given the product [F:14][C:9]1[C:8]([O:15][CH3:16])=[CH:7][CH:6]=[C:5]2[C:10]=1[C:11]([CH:12]=[O:13])=[C:2]([OH:51])[CH:3]=[N:4]2, predict the reactants needed to synthesize it. The reactants are: Cl[C:2]1[CH:3]=[N:4][C:5]2[C:10]([C:11]=1[CH:12]=[O:13])=[C:9]([F:14])[C:8]([O:15][CH3:16])=[CH:7][CH:6]=2.C1(P(C2CCCCC2)C2C=CC=CC=2C2C(C(C)C)=CC(C(C)C)=CC=2C(C)C)CCCCC1.[OH-:51].[K+].Cl. (5) Given the product [CH3:14][C@H:15]1[O:20][CH2:19][C@@H:18]([C:21]2[CH:22]=[CH:23][CH:24]=[CH:25][CH:26]=2)[N:17]([C:2]2[CH:13]=[CH:12][C:5]3[O:6][CH2:7][S:8](=[O:11])(=[O:10])[NH:9][C:4]=3[CH:3]=2)[CH2:16]1, predict the reactants needed to synthesize it. The reactants are: Br[C:2]1[CH:13]=[CH:12][C:5]2[O:6][CH2:7][S:8](=[O:11])(=[O:10])[NH:9][C:4]=2[CH:3]=1.[CH3:14][C@H:15]1[O:20][CH2:19][C@@H:18]([C:21]2[CH:26]=[CH:25][CH:24]=[CH:23][CH:22]=2)[NH:17][CH2:16]1. (6) Given the product [CH3:27][N:28]1[CH2:32][CH2:31][N:30]([C:19]2[CH:20]=[C:21]([N:30]3[CH2:31][CH2:32][N:28]([CH3:27])[C:29]3=[O:33])[CH:22]=[CH:23][C:18]=2[C:16]([N:13]2[CH2:14][CH2:15][N:10]([C:7]3[C:6]([CH3:26])=[CH:5][C:4]([CH:1]4[CH2:3][CH2:2]4)=[CH:9][N:8]=3)[CH2:11][CH2:12]2)=[O:17])[C:29]1=[O:33], predict the reactants needed to synthesize it. The reactants are: [CH:1]1([C:4]2[CH:5]=[C:6]([CH3:26])[C:7]([N:10]3[CH2:15][CH2:14][N:13]([C:16]([C:18]4[CH:23]=[CH:22][C:21](Br)=[CH:20][C:19]=4Br)=[O:17])[CH2:12][CH2:11]3)=[N:8][CH:9]=2)[CH2:3][CH2:2]1.[CH3:27][N:28]1[CH2:32][CH2:31][NH:30][C:29]1=[O:33].